Regression. Given a peptide amino acid sequence and an MHC pseudo amino acid sequence, predict their binding affinity value. This is MHC class II binding data. From a dataset of Peptide-MHC class II binding affinity with 134,281 pairs from IEDB. The peptide sequence is FETIVVTVDSLPEFK. The MHC is DRB1_0101 with pseudo-sequence DRB1_0101. The binding affinity (normalized) is 0.211.